The task is: Binary Classification. Given a miRNA mature sequence and a target amino acid sequence, predict their likelihood of interaction.. This data is from Experimentally validated miRNA-target interactions with 360,000+ pairs, plus equal number of negative samples. (1) The miRNA is hsa-miR-6867-5p with sequence UGUGUGUGUAGAGGAAGAAGGGA. The protein sequence of the target gene is MLAYCVQDATVVDVEKRRNPSKHYVYIINVTWSDSTSQTIYRRYSKFFDLQMQLLDKFPIEGGQKDPKQRIIPFLPGKILFRRSHIRDVAVKRLKPIDEYCRALVRLPPHISQCDEVFRFFEARPEDVNPPKEDYGSSKRKSVWLSSWAESPKKDVTGADATAEPMILEQYVVVSNYKKQENSELSLQAGEVVDVIEKNESGWWFVSTSEEQGWVPATYLEAQNGTRDDSDINTSKTGEVSKRRKAHLRRLDRRWTLGGMVNRQHSREEKYVTVQPYTSQSKDEIGFEKGVTVEVIRKNL.... Result: 1 (interaction). (2) The miRNA is hsa-miR-98-5p with sequence UGAGGUAGUAAGUUGUAUUGUU. The protein sequence of the target gene is MAEISDLDRQIEQLRRCELIKESEVKALCAKAREILVEESNVQRVDSPVTVCGDIHGQFYDLKELFRVGGDVPETNYLFMGDFVDRGFYSVETFLLLLALKVRYPDRITLIRGNHESRQITQVYGFYDECLRKYGSVTVWRYCTEIFDYLSLSAIIDGKIFCVHGGLSPSIQTLDQIRTIDRKQEVPHDGPMCDLLWSDPEDTTGWGVSPRGAGYLFGSDVVAQFNAANDIDMICRAHQLVMEGYKWHFNETVLTVWSAPNYCYRCGNVAAILELDEHLQKDFIIFEAAPQETRGIPSKK.... Result: 1 (interaction). (3) The miRNA is mmu-miR-450b-5p with sequence UUUUGCAGUAUGUUCCUGAAUA. The protein sequence of the target gene is MNQKLLKLENLLRFHTIYRQLHSLCQRRALRQWRHGFSSAYPVWTAQLCAWPWPTDVLTGAALSQYRLLVTKKEEGPWKSQLSSTKSKKVVEVWIGMTIEELARAMEKNTDYVYEALLNTDIDIDSLEADSHLDEVWIKEVITKAGMKLKWSKLKQDKVRKNKDAVRRPQADPALLTPRSPVVTIMGHVDHGKTTLLDKFRKTQVAAVETGGITQHIGAFLVSLPSGEKITFLDTPGHAAFSAMRARGAQVTDIVVLVVAADDGVMKQTVESIQHAKDAQVPIILAVNKCDKAEADPEKV.... Result: 0 (no interaction).